This data is from Retrosynthesis with 50K atom-mapped reactions and 10 reaction types from USPTO. The task is: Predict the reactants needed to synthesize the given product. (1) Given the product O=C(Nc1nc2ccc([N+](=O)[O-])cc2o1)c1ccccc1, predict the reactants needed to synthesize it. The reactants are: Nc1nc2ccc([N+](=O)[O-])cc2o1.O=C(Cl)c1ccccc1. (2) The reactants are: N#CCC(N)=O.O=Cc1cc(Cl)ccc1[N+](=O)[O-]. Given the product N#CC(=Cc1cc(Cl)ccc1[N+](=O)[O-])C(N)=O, predict the reactants needed to synthesize it. (3) The reactants are: O=C1CSC(=O)N1.O=[N+]([O-])c1ccc(CBr)cc1. Given the product O=C1CSC(=O)N1Cc1ccc([N+](=O)[O-])cc1, predict the reactants needed to synthesize it. (4) Given the product OC1CC(CN2CCC(Oc3ccc(Cl)c(Cl)c3)CC2)CC1O, predict the reactants needed to synthesize it. The reactants are: O=C(C1CC(O)C(O)C1)N1CCC(Oc2ccc(Cl)c(Cl)c2)CC1. (5) The reactants are: CC(C)c1ccc(NN)cc1.On1nnc2ccccc21. Given the product CC(=O)NNc1ccc(C(C)C)cc1, predict the reactants needed to synthesize it.